This data is from Forward reaction prediction with 1.9M reactions from USPTO patents (1976-2016). The task is: Predict the product of the given reaction. (1) Given the reactants CC1(C)CO[C:5]2([CH2:9][C@@H:8]([C:10]([O:12][CH2:13][C:14]3[CH:19]=[CH:18][CH:17]=[CH:16][CH:15]=3)=[O:11])[CH2:7][CH2:6]2)[O:4]C1.Cl, predict the reaction product. The product is: [O:4]=[C:5]1[CH2:6][CH2:7][C@H:8]([C:10]([O:12][CH2:13][C:14]2[CH:15]=[CH:16][CH:17]=[CH:18][CH:19]=2)=[O:11])[CH2:9]1. (2) Given the reactants [F:1][C:2]1[CH:7]=[CH:6][C:5]([F:8])=[CH:4][C:3]=1[CH:9]([S:20]([C:23]1[CH:28]=[CH:27][C:26]([C:29]([F:32])([F:31])[F:30])=[CH:25][N:24]=1)(=[O:22])=[O:21])[C:10]1[C:11]([CH3:19])=[CH:12][C:13]([C:16](O)=[O:17])=[N:14][CH:15]=1.[NH2:33][CH2:34][CH2:35][OH:36].ON1C2C=CC=CC=2N=N1.CN1CCOCC1.Cl.C(N=C=NCCCN(C)C)C, predict the reaction product. The product is: [F:1][C:2]1[CH:7]=[CH:6][C:5]([F:8])=[CH:4][C:3]=1[CH:9]([S:20]([C:23]1[CH:28]=[CH:27][C:26]([C:29]([F:31])([F:32])[F:30])=[CH:25][N:24]=1)(=[O:22])=[O:21])[C:10]1[C:11]([CH3:19])=[CH:12][C:13]([C:16]([NH:33][CH2:34][CH2:35][OH:36])=[O:17])=[N:14][CH:15]=1. (3) Given the reactants C([O:5][C:6]([C@@H:8]([NH:63][C:64]([C@@H:66]1[C:70]([CH3:72])([CH3:71])[S:69][CH2:68][N:67]1[S:73]([C:76]1[CH:81]=[CH:80][C:79]([CH3:82])=[CH:78][CH:77]=1)(=[O:75])=[O:74])=[O:65])[CH2:9][C:10]1[CH:15]=[CH:14][C:13]([O:16][C:17]([N:19]2[CH2:24][CH2:23][N:22]([C:25]([O:27][C:28]3[CH:33]=[CH:32][C:31]([CH2:34][C@@H:35]([C:56]([O:58]C(C)(C)C)=[O:57])[NH:36][C:37]([C@@H:39]4[C:43]([CH3:45])([CH3:44])[S:42][CH2:41][N:40]4[S:46]([C:49]4[CH:54]=[CH:53][C:52]([CH3:55])=[CH:51][CH:50]=4)(=[O:48])=[O:47])=[O:38])=[CH:30][CH:29]=3)=[O:26])[CH2:21][CH2:20]2)=[O:18])=[CH:12][CH:11]=1)=[O:7])(C)(C)C, predict the reaction product. The product is: [C:56]([C@@H:35]([NH:36][C:37]([C@@H:39]1[C:43]([CH3:44])([CH3:45])[S:42][CH2:41][N:40]1[S:46]([C:49]1[CH:50]=[CH:51][C:52]([CH3:55])=[CH:53][CH:54]=1)(=[O:48])=[O:47])=[O:38])[CH2:34][C:31]1[CH:32]=[CH:33][C:28]([O:27][C:25]([N:22]2[CH2:21][CH2:20][N:19]([C:17]([O:16][C:13]3[CH:12]=[CH:11][C:10]([CH2:9][C@@H:8]([C:6]([OH:7])=[O:5])[NH:63][C:64]([C@@H:66]4[C:70]([CH3:72])([CH3:71])[S:69][CH2:68][N:67]4[S:73]([C:76]4[CH:81]=[CH:80][C:79]([CH3:82])=[CH:78][CH:77]=4)(=[O:75])=[O:74])=[O:65])=[CH:15][CH:14]=3)=[O:18])[CH2:24][CH2:23]2)=[O:26])=[CH:29][CH:30]=1)([OH:58])=[O:57]. (4) Given the reactants ClC(Cl)(Cl)[C:3]([C:5]1[N:14]2[C:8]([CH2:9][N:10]([C:19]([C:21]3[CH:26]=[CH:25][C:24]([C:27]4[CH:32]=[CH:31][CH:30]=[CH:29][C:28]=4[CH3:33])=[C:23]([O:34][CH3:35])[CH:22]=3)=[O:20])[C:11]3[CH:18]=[CH:17][CH:16]=[CH:15][C:12]=3[CH2:13]2)=[CH:7][CH:6]=1)=[O:4].[NH2:38][CH2:39][C:40]1[CH:41]=[N:42][CH:43]=[CH:44][CH:45]=1.CS(C)=O, predict the reaction product. The product is: [CH3:35][O:34][C:23]1[CH:22]=[C:21]([C:19]([N:10]2[C:11]3[CH:18]=[CH:17][CH:16]=[CH:15][C:12]=3[CH2:13][N:14]3[C:5]([C:3]([NH:38][CH2:39][C:40]4[CH:41]=[N:42][CH:43]=[CH:44][CH:45]=4)=[O:4])=[CH:6][CH:7]=[C:8]3[CH2:9]2)=[O:20])[CH:26]=[CH:25][C:24]=1[C:27]1[CH:32]=[CH:31][CH:30]=[CH:29][C:28]=1[CH3:33]. (5) Given the reactants O=[C:2]([CH3:8])[C:3](=O)[C:4]([OH:6])=[O:5].CC[O-].[Na+].[CH3:13][S:14][C:15](=[NH:17])[NH2:16], predict the reaction product. The product is: [CH3:13][S:14][C:15]1[N:17]=[C:3]([C:4]([OH:6])=[O:5])[CH:2]=[CH:8][N:16]=1. (6) Given the reactants Br[C:2]1[CH:3]=[C:4]2[C:13](=[CH:14][C:15]=1[C:16]([F:19])([F:18])[F:17])[O:12][CH2:11][C:10]1[N:5]2[CH:6]([CH3:29])[C:7](=[O:28])[N:8]([CH2:20][O:21][CH2:22][CH2:23][Si:24]([CH3:27])([CH3:26])[CH3:25])[N:9]=1.C[C:31]1([NH2:42])[CH2:34][N:33]([C:35]([O:37][C:38]([CH3:41])([CH3:40])[CH3:39])=[O:36])[CH2:32]1.C([O-])([O-])=O.[Cs+].[Cs+].C1C=CC(P(C2C(C3C(P(C4C=CC=CC=4)C4C=CC=CC=4)=CC=C4C=3C=CC=C4)=C3C(C=CC=C3)=CC=2)C2C=CC=CC=2)=CC=1, predict the reaction product. The product is: [C:38]([O:37][C:35]([N:33]1[CH2:34][CH:31]([NH:42][C:2]2[CH:3]=[C:4]3[C:13](=[CH:14][C:15]=2[C:16]([F:19])([F:18])[F:17])[O:12][CH2:11][C:10]2[N:5]3[CH:6]([CH3:29])[C:7](=[O:28])[N:8]([CH2:20][O:21][CH2:22][CH2:23][Si:24]([CH3:27])([CH3:26])[CH3:25])[N:9]=2)[CH2:32]1)=[O:36])([CH3:41])([CH3:39])[CH3:40]. (7) Given the reactants Br[C:2]1[CH:11]=[C:10]2[C:5]([CH2:6][CH2:7][N:8]([C:12]3[CH:17]=[C:16]([N:18]4[CH2:23][CH2:22][N:21]([CH3:24])[CH2:20][CH2:19]4)[N:15]=[C:14]([NH2:25])[N:13]=3)[CH2:9]2)=[CH:4][CH:3]=1.Cl.[CH3:27][N:28]1[CH:33]=[CH:32][C:31]([C:34]2[CH2:35][CH2:36][NH:37][CH2:38][CH:39]=2)=[CH:30][C:29]1=[O:40], predict the reaction product. The product is: [NH2:25][C:14]1[N:13]=[C:12]([N:8]2[CH2:7][CH2:6][C:5]3[C:10](=[CH:11][C:2]([N:37]4[CH2:36][CH2:35][CH:34]([C:31]5[CH:32]=[CH:33][N:28]([CH3:27])[C:29](=[O:40])[CH:30]=5)[CH2:39][CH2:38]4)=[CH:3][CH:4]=3)[CH2:9]2)[CH:17]=[C:16]([N:18]2[CH2:23][CH2:22][N:21]([CH3:24])[CH2:20][CH2:19]2)[N:15]=1.